From a dataset of Catalyst prediction with 721,799 reactions and 888 catalyst types from USPTO. Predict which catalyst facilitates the given reaction. (1) Reactant: [CH2:1]([N:4]1[C:10]2[CH:11]=[CH:12][CH:13]=[CH:14][C:9]=2[S:8][CH2:7][CH:6]([NH:15]C(=O)OC(C)(C)C)[C:5]1=[O:23])[CH:2]=[CH2:3].[ClH:24]. Product: [ClH:24].[NH2:15][CH:6]1[C:5](=[O:23])[N:4]([CH2:1][CH:2]=[CH2:3])[C:10]2[CH:11]=[CH:12][CH:13]=[CH:14][C:9]=2[S:8][CH2:7]1. The catalyst class is: 12. (2) Reactant: [CH3:1][N:2]1[C:10]2[C:5](=[CH:6][CH:7]=[CH:8][CH:9]=2)[C:4]([C:11]2[C:12](=[O:28])[O:13][C:14](=[O:27])[C:15]=2[C:16]2[CH:21]=[CH:20][CH:19]=[C:18]([O:22][CH2:23][CH2:24][CH2:25]Cl)[CH:17]=2)=[CH:3]1.[N-:29]=[N+:30]=[N-:31].[Na+]. Product: [CH3:1][N:2]1[C:10]2[C:5](=[CH:6][CH:7]=[CH:8][CH:9]=2)[C:4]([C:11]2[C:12](=[O:28])[O:13][C:14](=[O:27])[C:15]=2[C:16]2[CH:21]=[CH:20][CH:19]=[C:18]([O:22][CH2:23][CH2:24][CH2:25][N:29]=[N+:30]=[N-:31])[CH:17]=2)=[CH:3]1. The catalyst class is: 3. (3) Reactant: [CH3:1][N:2]1[CH2:7][CH2:6][N:5]([C:8]2[CH:13]=[CH:12][C:11]([NH:14][C:15]3[C:16]([C:34]([NH2:36])=[O:35])=[N:17][C:18]([C:31]([CH3:33])=[CH2:32])=[C:19]([O:21][C:22]4[CH:27]=[CH:26][CH:25]=[C:24]([N+:28]([O-])=O)[CH:23]=4)[N:20]=3)=[CH:10][CH:9]=2)[CH2:4][CH2:3]1.C(O)C. Product: [NH2:28][C:24]1[CH:23]=[C:22]([CH:27]=[CH:26][CH:25]=1)[O:21][C:19]1[N:20]=[C:15]([NH:14][C:11]2[CH:10]=[CH:9][C:8]([N:5]3[CH2:4][CH2:3][N:2]([CH3:1])[CH2:7][CH2:6]3)=[CH:13][CH:12]=2)[C:16]([C:34]([NH2:36])=[O:35])=[N:17][C:18]=1[CH:31]([CH3:32])[CH3:33]. The catalyst class is: 304.